Dataset: Forward reaction prediction with 1.9M reactions from USPTO patents (1976-2016). Task: Predict the product of the given reaction. (1) Given the reactants [Cl:1][C:2]1[C:3]([CH3:26])=[C:4]([C:23](=[O:25])[CH3:24])[C:5]([OH:22])=[C:6]([O:10][CH2:11][CH2:12][CH:13]([C:15]2[CH:20]=[CH:19][C:18]([F:21])=[CH:17][CH:16]=2)[CH3:14])[C:7]=1[O:8][CH3:9].CS(O[CH2:32][CH2:33][C:34]1[CH:39]=[CH:38][CH:37]=[CH:36][N:35]=1)(=O)=O, predict the reaction product. The product is: [Cl:1][C:2]1[C:3]([CH3:26])=[C:4]([C:23](=[O:25])[CH3:24])[C:5]([O:22][CH2:32][CH2:33][C:34]2[CH:39]=[CH:38][CH:37]=[CH:36][N:35]=2)=[C:6]([O:10][CH2:11][CH2:12][CH:13]([C:15]2[CH:20]=[CH:19][C:18]([F:21])=[CH:17][CH:16]=2)[CH3:14])[C:7]=1[O:8][CH3:9]. (2) Given the reactants [CH3:1][C:2]1([CH3:10])[O:7][C:6](=[O:8])[CH2:5][C:4](=[O:9])[O:3]1.N1C=CC=CC=1.[N:17]([CH2:20][CH2:21][CH2:22][C:23](Cl)=[O:24])=[N+:18]=[N-:19], predict the reaction product. The product is: [N:17]([CH2:20][CH2:21][CH2:22][C:23]([CH:5]1[C:6](=[O:8])[O:7][C:2]([CH3:10])([CH3:1])[O:3][C:4]1=[O:9])=[O:24])=[N+:18]=[N-:19]. (3) The product is: [CH3:16][O:14][C:13]([C:10]1[CH:9]=[C:8]([N+:5]([O-:7])=[O:6])[NH:12][N:11]=1)=[O:15]. Given the reactants S(Cl)(Cl)=O.[N+:5]([C:8]1[NH:12][N:11]=[C:10]([C:13]([OH:15])=[O:14])[CH:9]=1)([O-:7])=[O:6].[CH3:16]O, predict the reaction product. (4) Given the reactants Br[C:2]1[S:10][C:9]2[C:8](=[O:11])[N:7]([CH:12]3[CH2:17][CH2:16][N:15]([C:18]([O:20][C:21]([CH3:24])([CH3:23])[CH3:22])=[O:19])[CH2:14][CH2:13]3)[C:6](=[O:25])[N:5]([CH2:26][C:27]3[CH:32]=[CH:31][C:30]([O:33][CH3:34])=[C:29]([F:35])[CH:28]=3)[C:4]=2[CH:3]=1.[F:36][C:37]1[CH:42]=[CH:41][CH:40]=[CH:39][C:38]=1B(O)O.C(=O)([O-])[O-].[Cs+].[Cs+], predict the reaction product. The product is: [F:35][C:29]1[CH:28]=[C:27]([CH:32]=[CH:31][C:30]=1[O:33][CH3:34])[CH2:26][N:5]1[C:4]2[CH:3]=[C:2]([C:38]3[CH:39]=[CH:40][CH:41]=[CH:42][C:37]=3[F:36])[S:10][C:9]=2[C:8](=[O:11])[N:7]([CH:12]2[CH2:13][CH2:14][N:15]([C:18]([O:20][C:21]([CH3:23])([CH3:24])[CH3:22])=[O:19])[CH2:16][CH2:17]2)[C:6]1=[O:25]. (5) Given the reactants [F:1][C:2]1[CH:3]=[C:4]([CH2:9][C@H:10]([NH:14][C:15](=[O:24])OCC2C=CC=CC=2)[C@H:11]2[CH2:13][O:12]2)[CH:5]=[C:6]([F:8])[CH:7]=1.C1(N)[C:34]2[C:29](=[CH:30][CH:31]=[CH:32][CH:33]=2)CCC1.[CH2:36]([N:39]([CH2:53][CH2:54][CH3:55])[C:40]([C:42]1[CH:43]=[C:44]([CH:48]=[C:49]([CH2:51]C)[CH:50]=1)C(O)=O)=[O:41])[CH2:37][CH3:38], predict the reaction product. The product is: [F:8][C:6]1[CH:5]=[C:4]([CH:3]=[C:2]([F:1])[CH:7]=1)[CH2:9][C@H:10]([NH:14][C:15](=[O:24])[C:44]1[CH:48]=[C:49]([CH3:51])[CH:50]=[C:42]([C:40]([N:39]([CH2:36][CH2:37][CH3:38])[CH2:53][CH2:54][CH3:55])=[O:41])[CH:43]=1)[C@H:11]([OH:12])[CH2:13][NH:14][CH2:10][CH2:11][O:12][C:29]1[CH:30]=[CH:31][CH:32]=[CH:33][CH:34]=1. (6) The product is: [CH3:1][O:2][C:3]1[C:4]([CH3:10])=[C:5]([CH:6]=[CH:7][CH:8]=1)[O:9][C:19]1[C:28]2[C:27](=[O:29])[N:26]([CH2:30][C:31]3[CH:32]=[CH:33][C:34]([O:37][CH3:38])=[CH:35][CH:36]=3)[C:25](=[O:39])[N:24]([C:40]3[CH:45]=[CH:44][C:43]([I:46])=[CH:42][C:41]=3[F:47])[C:23]=2[N:22]([CH3:48])[C:21](=[O:49])[CH:20]=1. Given the reactants [CH3:1][O:2][C:3]1[C:4]([CH3:10])=[C:5]([OH:9])[CH:6]=[CH:7][CH:8]=1.[H-].[Na+].FC(F)(F)S(O[C:19]1[C:28]2[C:27](=[O:29])[N:26]([CH2:30][C:31]3[CH:36]=[CH:35][C:34]([O:37][CH3:38])=[CH:33][CH:32]=3)[C:25](=[O:39])[N:24]([C:40]3[CH:45]=[CH:44][C:43]([I:46])=[CH:42][C:41]=3[F:47])[C:23]=2[N:22]([CH3:48])[C:21](=[O:49])[CH:20]=1)(=O)=O, predict the reaction product. (7) Given the reactants [CH3:1][C:2]1[CH:3]=[CH:4][C:5]([N:11]2[N:15]=[CH:14][CH:13]=[N:12]2)=[C:6]([CH:10]=1)[C:7]([OH:9])=O.[CH3:16][C@@H:17]1[CH2:22][CH2:21][CH2:20][NH:19][C@@H:18]1[CH2:23][NH:24][C:25]1[CH:30]=[CH:29][C:28]([C:31]([F:34])([F:33])[F:32])=[CH:27][N:26]=1, predict the reaction product. The product is: [CH3:16][C@@H:17]1[CH2:22][CH2:21][CH2:20][N:19]([C:7]([C:6]2[CH:10]=[C:2]([CH3:1])[CH:3]=[CH:4][C:5]=2[N:11]2[N:15]=[CH:14][CH:13]=[N:12]2)=[O:9])[C@@H:18]1[CH2:23][NH:24][C:25]1[CH:30]=[CH:29][C:28]([C:31]([F:34])([F:32])[F:33])=[CH:27][N:26]=1. (8) Given the reactants Br[C:2]1[CH:7]=[CH:6][C:5]([C:8]([F:11])([F:10])[F:9])=[CH:4][CH:3]=1.[Mg].II.[CH2:15]([N:22]1[C:31](=O)[C:30]2[N:29]=[CH:28][CH:27]=[CH:26][C:25]=2[CH:24]=[C:23]1[CH3:33])[C:16]1[CH:21]=[CH:20][CH:19]=[CH:18][CH:17]=1.[Cl-].[Ce+3].[Cl-].[Cl-].[BrH:38], predict the reaction product. The product is: [CH2:15]([N:22]1[CH:31]([C:2]2[CH:7]=[CH:6][C:5]([C:8]([F:11])([F:10])[F:9])=[CH:4][CH:3]=2)[C:30]2[N:29]=[C:28]([Br:38])[CH:27]=[CH:26][C:25]=2[CH2:24][CH:23]1[CH3:33])[C:16]1[CH:21]=[CH:20][CH:19]=[CH:18][CH:17]=1.